Dataset: Catalyst prediction with 721,799 reactions and 888 catalyst types from USPTO. Task: Predict which catalyst facilitates the given reaction. (1) Reactant: [Si:1]([O:8][C@H:9]1[CH2:13][CH2:12][N:11]([CH2:14][C@@H:15]([N:26]([CH3:37])[C:27](=[O:36])[O:28][CH2:29][C:30]2[CH:35]=[CH:34][CH:33]=[CH:32][CH:31]=2)[C:16]2[CH:21]=[CH:20][CH:19]=[C:18]([C:22](=[NH:25])[NH:23][OH:24])[CH:17]=2)[CH2:10]1)([C:4]([CH3:7])([CH3:6])[CH3:5])([CH3:3])[CH3:2].[C:38](OC(=O)CC)(=O)[CH2:39][CH3:40]. Product: [Si:1]([O:8][C@H:9]1[CH2:13][CH2:12][N:11]([CH2:14][C@@H:15]([N:26]([CH3:37])[C:27](=[O:36])[O:28][CH2:29][C:30]2[CH:31]=[CH:32][CH:33]=[CH:34][CH:35]=2)[C:16]2[CH:21]=[CH:20][CH:19]=[C:18]([C:22]3[N:25]=[C:38]([CH2:39][CH3:40])[O:24][N:23]=3)[CH:17]=2)[CH2:10]1)([C:4]([CH3:7])([CH3:6])[CH3:5])([CH3:2])[CH3:3]. The catalyst class is: 17. (2) Reactant: F[C:2]1[C:7]([F:8])=[CH:6][N:5]=[C:4]2[NH:9][CH:10]=[C:11]([NH:12][C:13](=[O:20])[C:14]3[CH:19]=[CH:18][CH:17]=[N:16][CH:15]=3)[C:3]=12.[NH:21]1[CH2:26][CH2:25][CH2:24][C@@H:23]([NH:27]C(=O)OC(C)(C)C)[CH2:22]1.CCN(C(C)C)C(C)C.C(O)(C(F)(F)F)=O.C(Cl)[Cl:52]. Product: [ClH:52].[NH2:27][C@@H:23]1[CH2:24][CH2:25][CH2:26][N:21]([C:2]2[C:7]([F:8])=[CH:6][N:5]=[C:4]3[NH:9][CH:10]=[C:11]([NH:12][C:13](=[O:20])[C:14]4[CH:19]=[CH:18][CH:17]=[N:16][CH:15]=4)[C:3]=23)[CH2:22]1. The catalyst class is: 114.